This data is from Catalyst prediction with 721,799 reactions and 888 catalyst types from USPTO. The task is: Predict which catalyst facilitates the given reaction. (1) Reactant: [N+:1]([C:4]1[NH:8][CH:7]=[N:6][C:5]=1[SH:9])([O-:3])=[O:2].C(P(CCCC)CCCC)CCC.Br[CH2:24][C:25](=[O:30])[C:26]([F:29])([F:28])[F:27]. Product: [F:27][C:26]([F:29])([F:28])[C:25]([CH2:24][S:9][C:5]1[NH:6][CH:7]=[N:8][C:4]=1[N+:1]([O-:3])=[O:2])=[O:30]. The catalyst class is: 3. (2) Reactant: [BH4-].[Na+].[CH3:3][C:4]1[CH:9]=[C:8]([C:10]([N:12]2[CH2:21][C:20]3[CH:19]=[N:18][N:17]([CH3:22])[C:16]=3[NH:15][C:14]3[CH:23]=[CH:24][CH:25]=[CH:26][C:13]2=3)=[O:11])[CH:7]=[CH:6][C:5]=1[CH2:27][CH2:28][C:29]([N:31]1[CH2:36][CH2:35][CH:34]([CH:37]=[O:38])[CH2:33][CH2:32]1)=[O:30].Cl. Product: [OH:38][CH2:37][CH:34]1[CH2:35][CH2:36][N:31]([C:29](=[O:30])[CH2:28][CH2:27][C:5]2[CH:6]=[CH:7][C:8]([C:10]([N:12]3[CH2:21][C:20]4[CH:19]=[N:18][N:17]([CH3:22])[C:16]=4[NH:15][C:14]4[CH:23]=[CH:24][CH:25]=[CH:26][C:13]3=4)=[O:11])=[CH:9][C:4]=2[CH3:3])[CH2:32][CH2:33]1. The catalyst class is: 5.